From a dataset of Forward reaction prediction with 1.9M reactions from USPTO patents (1976-2016). Predict the product of the given reaction. Given the reactants [CH3:1][Si:2]([CH3:13])([CH3:12])[C:3]1[CH:8]=[CH:7][N:6]=[C:5]2[O:9][CH2:10][CH2:11][C:4]=12.C(=O)([O-])O.[Na+].[Br:19]Br.S([O-])([O-])(=O)=S.[Na+].[Na+], predict the reaction product. The product is: [Br:19][C:8]1[C:3]([Si:2]([CH3:13])([CH3:12])[CH3:1])=[C:4]2[CH2:11][CH2:10][O:9][C:5]2=[N:6][CH:7]=1.